Dataset: Reaction yield outcomes from USPTO patents with 853,638 reactions. Task: Predict the reaction yield, written as a fraction of the theoretical maximum amount of product (1.0 means a 100% yield; for example, 0.34 means a 34% yield). (1) The reactants are [SH:1][C:2]1[CH:9]=[CH:8][C:5]([C:6]#[N:7])=[CH:4][C:3]=1[N+:10]([O-:12])=[O:11].Br[CH2:14][C:15]1[CH:20]=[CH:19][CH:18]=[CH:17][CH:16]=1.C([O-])([O-])=O.[K+].[K+]. The catalyst is CN(C=O)C. The product is [CH2:14]([S:1][C:2]1[CH:9]=[CH:8][C:5]([C:6]#[N:7])=[CH:4][C:3]=1[N+:10]([O-:12])=[O:11])[C:15]1[CH:20]=[CH:19][CH:18]=[CH:17][CH:16]=1. The yield is 0.820. (2) The reactants are [CH3:1][C:2]([Si:5]([CH3:30])([CH3:29])[O:6][C@@H:7]1[CH2:23][C:22]2[C@@:10]([CH3:28])([C@@H:11]3[C@@H:19]([CH2:20][CH:21]=2)[C@H:18]2[C@@:14]([CH3:27])([C@@H:15]([C:24](=[O:26])[CH3:25])[CH2:16][CH2:17]2)[CH2:13][CH2:12]3)[CH2:9][CH2:8]1)([CH3:4])[CH3:3].Br[CH2:32][CH2:33][CH2:34][C:35]([CH3:37])=[CH2:36].[I-].[I-].[Sm+2]. No catalyst specified. The product is [CH3:4][C:2]([Si:5]([CH3:30])([CH3:29])[O:6][C@@H:7]1[CH2:23][C:22]2[C@@:10]([CH3:28])([C@@H:11]3[C@@H:19]([CH2:20][CH:21]=2)[C@H:18]2[C@@:14]([CH3:27])([C@@H:15]([C@@:24]([OH:26])([CH2:32][CH2:33][CH2:34][C:35]([CH3:37])=[CH2:36])[CH3:25])[CH2:16][CH2:17]2)[CH2:13][CH2:12]3)[CH2:9][CH2:8]1)([CH3:1])[CH3:3]. The yield is 0.710. (3) The reactants are C[O:2][C:3]([C:5]1[CH:6]=[C:7]2[C:11](=[CH:12][CH:13]=1)[NH:10][C:9]([CH2:14][N:15]1[CH2:19][CH2:18][CH2:17][CH2:16]1)=[CH:8]2)=O.[H-].[Al+3].[Li+].[H-].[H-].[H-]. The catalyst is C1COCC1. The product is [N:15]1([CH2:14][C:9]2[NH:10][C:11]3[C:7]([CH:8]=2)=[CH:6][C:5]([CH2:3][OH:2])=[CH:13][CH:12]=3)[CH2:19][CH2:18][CH2:17][CH2:16]1. The yield is 0.780. (4) The reactants are [C:1]([C:3]1([C:7]2[CH:8]=[C:9]([CH:13]=[CH:14][CH:15]=2)[C:10]([OH:12])=O)[CH2:6][CH2:5][CH2:4]1)#[N:2].C(Cl)(=O)C(Cl)=O.O1CCCC1.[NH2:27][C:28]1[CH:29]=[CH:30][C:31]([CH3:50])=[C:32]([CH:49]=1)[O:33][C:34]1[CH:35]=[CH:36][C:37]2[N:38]([CH:40]=[C:41]([NH:43][C:44]([CH:46]3[CH2:48][CH2:47]3)=[O:45])[N:42]=2)[N:39]=1. The catalyst is CN(C)C=O.CN1CCCC1=O. The product is [C:1]([C:3]1([C:7]2[CH:8]=[C:9]([CH:13]=[CH:14][CH:15]=2)[C:10]([NH:27][C:28]2[CH:29]=[CH:30][C:31]([CH3:50])=[C:32]([O:33][C:34]3[CH:35]=[CH:36][C:37]4[N:38]([CH:40]=[C:41]([NH:43][C:44]([CH:46]5[CH2:48][CH2:47]5)=[O:45])[N:42]=4)[N:39]=3)[CH:49]=2)=[O:12])[CH2:4][CH2:5][CH2:6]1)#[N:2]. The yield is 0.640. (5) The reactants are [S:1]([O-:5])([OH:4])(=[O:3])=[O:2].[CH3:6]/[C:7](/[CH:29]=[CH:30]/[C:31]1[C:36]([CH3:38])([CH3:37])[CH2:35][CH2:34][CH2:33][C:32]=1[CH3:39])=[CH:8]\[CH2:9][P+:10]([C:23]1[CH:28]=[CH:27][CH:26]=[CH:25][CH:24]=1)([C:17]1[CH:22]=[CH:21][CH:20]=[CH:19][CH:18]=1)[C:11]1[CH:16]=[CH:15][CH:14]=[CH:13][CH:12]=1.C[O-].[Na+]. The catalyst is CO. The product is [CH3:6]/[C:7](/[CH:29]=[CH:30]/[C:31]1[C:36]([CH3:38])([CH3:37])[CH2:35][CH2:34][CH2:33][C:32]=1[CH3:39])=[CH:8]/[CH2:9][P+:10]([C:17]1[CH:18]=[CH:19][CH:20]=[CH:21][CH:22]=1)([C:23]1[CH:24]=[CH:25][CH:26]=[CH:27][CH:28]=1)[C:11]1[CH:16]=[CH:15][CH:14]=[CH:13][CH:12]=1.[S:1]([O-:5])([OH:4])(=[O:3])=[O:2]. The yield is 0.200. (6) The reactants are [F:1][C:2]1[CH:7]=[C:6]([NH:8][C:9]([NH:11][CH2:12][CH2:13][OH:14])=[O:10])[CH:5]=[CH:4][C:3]=1[C:15]1[N:16]=[C:17]([N:29]2[CH2:34][CH2:33][O:32][CH2:31][C@@H:30]2C)[C:18]2[CH2:23][N:22]([C:24]([O:26][CH2:27]C)=[O:25])[CH2:21][C:19]=2[N:20]=1.ClC1N=C(N2CCOCC2)C2CN(C(OC)=O)CC=2N=1. No catalyst specified. The product is [F:1][C:2]1[CH:7]=[C:6]([NH:8][C:9]([NH:11][CH2:12][CH2:13][OH:14])=[O:10])[CH:5]=[CH:4][C:3]=1[C:15]1[N:16]=[C:17]([N:29]2[CH2:30][CH2:31][O:32][CH2:33][CH2:34]2)[C:18]2[CH2:23][N:22]([C:24]([O:26][CH3:27])=[O:25])[CH2:21][C:19]=2[N:20]=1. The yield is 0.160. (7) The reactants are [C:1]([O:5][C:6](=[O:36])[NH:7][C:8]1([C:12]2[CH:17]=[CH:16][C:15]([C:18]3[C:19](=[O:35])[C:20]4[C:21]([O:27][C:28]=3[C:29]3[CH:34]=[CH:33][CH:32]=[CH:31][CH:30]=3)=[C:22](Cl)[N:23]=[CH:24][CH:25]=4)=[CH:14][CH:13]=2)[CH2:11][CH2:10][CH2:9]1)([CH3:4])([CH3:3])[CH3:2].[OH:37][C:38]1[CH:43]=[CH:42][CH:41]=[CH:40][N:39]=1.C(=O)([O-])[O-].[Cs+].[Cs+]. The catalyst is [Cu]I.CN1C(=O)CCC1. The product is [C:1]([O:5][C:6](=[O:36])[NH:7][C:8]1([C:12]2[CH:17]=[CH:16][C:15]([C:18]3[C:19](=[O:35])[C:20]4[C:21]([O:27][C:28]=3[C:29]3[CH:34]=[CH:33][CH:32]=[CH:31][CH:30]=3)=[C:22]([O:37][C:38]3[CH:43]=[CH:42][CH:41]=[CH:40][N:39]=3)[N:23]=[CH:24][CH:25]=4)=[CH:14][CH:13]=2)[CH2:11][CH2:10][CH2:9]1)([CH3:4])([CH3:3])[CH3:2]. The yield is 0.220. (8) The reactants are Cl.[Cl:2][C:3]1[CH:4]=[C:5]([NH:10][NH2:11])[CH:6]=[CH:7][C:8]=1[Cl:9].C([O-])(=O)C.[Na+].CN([CH:20]=[C:21]1[C:26](=[O:27])[CH2:25][CH2:24][CH2:23][C:22]1=O)C. The catalyst is CCCCO.C(O)(=O)C. The product is [Cl:2][C:3]1[CH:4]=[C:5]([N:10]2[C:22]3[CH2:23][CH2:24][CH2:25][C:26](=[O:27])[C:21]=3[CH:20]=[N:11]2)[CH:6]=[CH:7][C:8]=1[Cl:9]. The yield is 0.560. (9) The product is [NH3:3].[CH3:22][OH:21].[O:21]1[CH2:25][CH2:24][C@H:23]([O:26][C:27]2[CH:32]=[CH:31][C:30]([NH:33][C:2]3[N:7]=[C:6]([NH:8][CH:9]4[CH2:17][CH:16]5[N:12]([CH2:13][CH2:14][CH2:15]5)[C:11]([CH3:19])([CH3:18])[CH2:10]4)[C:5]([F:20])=[CH:4][N:3]=3)=[CH:29][C:28]=2[N:34]2[C:38](=[O:39])[N:37]([CH3:40])[N:36]=[N:35]2)[CH2:22]1. The reactants are Cl[C:2]1[N:7]=[C:6]([NH:8][CH:9]2[CH2:17][CH:16]3[N:12]([CH2:13][CH2:14][CH2:15]3)[C:11]([CH3:19])([CH3:18])[CH2:10]2)[C:5]([F:20])=[CH:4][N:3]=1.[O:21]1[CH2:25][CH2:24][C@H:23]([O:26][C:27]2[CH:32]=[CH:31][C:30]([NH2:33])=[CH:29][C:28]=2[N:34]2[C:38](=[O:39])[N:37]([CH3:40])[N:36]=[N:35]2)[CH2:22]1. The yield is 0.0100. The catalyst is CC(O)C.